From a dataset of Full USPTO retrosynthesis dataset with 1.9M reactions from patents (1976-2016). Predict the reactants needed to synthesize the given product. (1) Given the product [C:1]([O:5][C:6]([C@@H:8]1[CH2:10][C@H:9]1[C@@:11]([CH3:27])([NH:20][S@@:21]([C:23]([CH3:26])([CH3:25])[CH3:24])=[O:22])[C:12]([F:13])([F:14])[CH2:15][OH:16])=[O:7])([CH3:4])([CH3:2])[CH3:3], predict the reactants needed to synthesize it. The reactants are: [C:1]([O:5][C:6]([C@@H:8]1[CH2:10][C@H:9]1[C@@:11]([CH3:27])([NH:20][S@@:21]([C:23]([CH3:26])([CH3:25])[CH3:24])=[O:22])[C:12]([C:15](OCC)=[O:16])([F:14])[F:13])=[O:7])([CH3:4])([CH3:3])[CH3:2].[BH4-].[Li+]. (2) Given the product [CH2:19]([O:18][C:13](=[O:17])[C@H:14]([CH3:16])[NH:1][C:2]1[CH:3]=[C:4]2[C:9](=[CH:10][CH:11]=1)[N:8]=[C:7]([CH3:12])[CH:6]=[CH:5]2)[CH:20]([CH3:22])[CH3:21], predict the reactants needed to synthesize it. The reactants are: [NH2:1][C:2]1[CH:3]=[C:4]2[C:9](=[CH:10][CH:11]=1)[N:8]=[C:7]([CH3:12])[CH:6]=[CH:5]2.[C:13]([O:18][CH2:19][CH:20]([CH3:22])[CH3:21])(=[O:17])[C:14]([CH3:16])=O. (3) Given the product [CH:15]([C:12]1[CH:11]=[CH:10][CH:9]=[C:8]([CH:6]([CH3:7])[CH3:5])[C:13]=1[O:14][C:1]([Cl:4])=[O:2])([CH3:17])[CH3:16], predict the reactants needed to synthesize it. The reactants are: [C:1]([Cl:4])(Cl)=[O:2].[CH3:5][CH:6]([C:8]1[CH:9]=[CH:10][CH:11]=[C:12]([CH:15]([CH3:17])[CH3:16])[C:13]=1[OH:14])[CH3:7].CN(C)C1C=CC=CC=1. (4) The reactants are: [C:1]([C:3]1[C:12]2[C:7](=[CH:8][CH:9]=[CH:10][CH:11]=2)[CH:6]=[CH:5][CH:4]=1)#N.C([Mg]Cl)C.[CH3:17][CH2:18][O:19]CC. Given the product [C:3]1([CH2:1][C:18](=[O:19])[CH3:17])[C:12]2[C:7](=[CH:8][CH:9]=[CH:10][CH:11]=2)[CH:6]=[CH:5][CH:4]=1, predict the reactants needed to synthesize it.